From a dataset of Reaction yield outcomes from USPTO patents with 853,638 reactions. Predict the reaction yield, written as a fraction of the theoretical maximum amount of product (1.0 means a 100% yield; for example, 0.34 means a 34% yield). (1) The reactants are [NH2:1][N:2]1[C:6]([CH2:7][NH:8]C(=O)OC(C)(C)C)=[CH:5][C:4]([C:16]([F:19])([F:18])[F:17])=[N:3]1.[N:20]1[CH:25]=[CH:24][CH:23]=[CH:22][C:21]=1[CH:26]=O.C(O)(=O)C.C(OCC)(=O)C.CCCCCC. The catalyst is CO. The product is [NH2:8][CH2:7][C:6]1[N:2]([NH:1][CH2:26][C:21]2[CH:22]=[CH:23][CH:24]=[CH:25][N:20]=2)[N:3]=[C:4]([C:16]([F:17])([F:18])[F:19])[CH:5]=1. The yield is 0.760. (2) The reactants are C([Si]([S:11][C:12]1[CH:13]=[C:14]2[C:18](=[CH:19][CH:20]=1)[N:17]([CH3:21])[N:16]=[CH:15]2)(C(C)C)C(C)C)(C)C.C(=O)([O-])[O-].[K+].[K+].[F-].[Cs+].F[C:31]1[CH:38]=[CH:37][C:36]([F:39])=[CH:35][C:32]=1[C:33]#[N:34]. The catalyst is CN(C=O)C. The product is [CH3:21][N:17]1[C:18]2[C:14](=[CH:13][C:12]([S:11][C:31]3[CH:38]=[CH:37][C:36]([F:39])=[CH:35][C:32]=3[C:33]#[N:34])=[CH:20][CH:19]=2)[CH:15]=[N:16]1. The yield is 0.750. (3) The reactants are [Cl:1][C:2]1[C:10]2[N:9]=[C:8]3[N:11]([C:15]4[CH:20]=[CH:19][C:18]([O:21][CH3:22])=[CH:17][C:16]=4[Cl:23])[CH2:12][CH2:13][CH2:14][N:7]3[C:6]=2[C:5]([CH:24]([OH:29])[C:25]([F:28])([F:27])[F:26])=[CH:4][CH:3]=1.[H-].[Na+].I[CH3:33].O. The catalyst is CN(C)C=O. The product is [Cl:1][C:2]1[C:10]2[N:9]=[C:8]3[N:11]([C:15]4[CH:20]=[CH:19][C:18]([O:21][CH3:22])=[CH:17][C:16]=4[Cl:23])[CH2:12][CH2:13][CH2:14][N:7]3[C:6]=2[C:5]([CH:24]([O:29][CH3:33])[C:25]([F:27])([F:28])[F:26])=[CH:4][CH:3]=1. The yield is 0.770. (4) The reactants are [Cl:1][C:2]1[N:7]=[C:6](Cl)[C:5]([N:9]([OH:11])[OH:10])=[CH:4][N:3]=1.[NH2:12][CH2:13][C@@H:14]1[CH2:18][CH2:17][CH2:16][N:15]1[C:19]([O:21][C:22]([CH3:25])([CH3:24])[CH3:23])=[O:20].CCN(C(C)C)C(C)C. The catalyst is C(Cl)Cl. The product is [Cl:1][C:2]1[N:7]=[C:6]([NH:12][CH2:13][C@@H:14]2[CH2:18][CH2:17][CH2:16][N:15]2[C:19]([O:21][C:22]([CH3:25])([CH3:24])[CH3:23])=[O:20])[C:5]([N:9]([OH:11])[OH:10])=[CH:4][N:3]=1. The yield is 0.710. (5) The reactants are [CH3:1][O-:2].[Na+].Cl[C:5]1[CH:14]=[CH:13][C:12]([N+:15]([O-:17])=[O:16])=[C:11]2[C:6]=1[CH:7]=[CH:8][CH:9]=[N:10]2. The catalyst is CO. The product is [CH3:1][O:2][C:5]1[CH:14]=[CH:13][C:12]([N+:15]([O-:17])=[O:16])=[C:11]2[C:6]=1[CH:7]=[CH:8][CH:9]=[N:10]2. The yield is 0.930. (6) The reactants are Br[CH2:2][C:3]1[C:8]([F:9])=[CH:7][CH:6]=[CH:5][C:4]=1[Cl:10].[CH3:11][C:12]1[N:17]=[C:16]([SH:18])[N:15]=[C:14]([OH:19])[CH:13]=1. No catalyst specified. The product is [Cl:10][C:4]1[CH:5]=[CH:6][CH:7]=[C:8]([F:9])[C:3]=1[CH2:2][S:18][C:16]1[N:15]=[C:14]([OH:19])[CH:13]=[C:12]([CH3:11])[N:17]=1. The yield is 0.820. (7) The reactants are [CH2:1]([C:5]1[N:10]2[N:11]=[CH:12][N:13]=[C:9]2[N:8]([CH:14]2[CH2:19][CH2:18][CH:17]([OH:20])[CH2:16][CH2:15]2)[C:7](=[O:21])[C:6]=1[CH2:22][C:23]1[CH:28]=[CH:27][C:26]([C:29]2[C:30]([C:35]#[N:36])=[CH:31][CH:32]=[CH:33][CH:34]=2)=[CH:25][CH:24]=1)[CH2:2][CH2:3][CH3:4].CI.[CH3:39]N(C)C=O.[H-].[Na+]. The catalyst is C(OCC)(=O)C. The product is [CH2:1]([C:5]1[N:10]2[N:11]=[CH:12][N:13]=[C:9]2[N:8]([CH:14]2[CH2:19][CH2:18][CH:17]([O:20][CH3:39])[CH2:16][CH2:15]2)[C:7](=[O:21])[C:6]=1[CH2:22][C:23]1[CH:28]=[CH:27][C:26]([C:29]2[C:30]([C:35]#[N:36])=[CH:31][CH:32]=[CH:33][CH:34]=2)=[CH:25][CH:24]=1)[CH2:2][CH2:3][CH3:4]. The yield is 0.420. (8) The reactants are [F:1][C:2]1[CH:3]=[CH:4][C:5]([C:27]([F:30])([F:29])[F:28])=[C:6]([C@H:8]2[CH2:12][CH2:11][CH2:10][N:9]2[C:13]2[CH:18]=[CH:17][N:16]3[N:19]=[CH:20][C:21]([C:22]([O:24]CC)=[O:23])=[C:15]3[N:14]=2)[CH:7]=1.[OH-].[Na+].CO.C(O)(=O)CC(CC(O)=O)(C(O)=O)O. The catalyst is [Cl-].[Na+].O. The product is [F:1][C:2]1[CH:3]=[CH:4][C:5]([C:27]([F:30])([F:28])[F:29])=[C:6]([CH:8]2[CH2:12][CH2:11][CH2:10][N:9]2[C:13]2[CH:18]=[CH:17][N:16]3[N:19]=[CH:20][C:21]([C:22]([OH:24])=[O:23])=[C:15]3[N:14]=2)[CH:7]=1. The yield is 0.520. (9) The reactants are [CH3:1][CH:2]([CH3:10])[C:3](=[O:9])[CH2:4][C:5](OC)=[O:6].C1(C)C=CC(S(O)(=O)=O)=CC=1.[CH:22]([OH:25])([CH3:24])[CH3:23]. No catalyst specified. The product is [CH3:1][CH:2]([CH3:10])[C:3](=[O:9])[CH2:4][C:5]([O:25][CH:22]([CH3:24])[CH3:23])=[O:6]. The yield is 0.830.